Dataset: Forward reaction prediction with 1.9M reactions from USPTO patents (1976-2016). Task: Predict the product of the given reaction. (1) Given the reactants I[C:2]1[N:6]2[CH:7]=[C:8]([C:12]3[CH:17]=[CH:16][C:15]([C:18]([F:21])([F:20])[F:19])=[CH:14][CH:13]=3)[CH:9]=[C:10]([CH3:11])[C:5]2=[N:4][CH:3]=1.[C:22]([C:24]1[CH:25]=[CH:26][C:27]([NH2:30])=[N:28][CH:29]=1)#[CH:23], predict the reaction product. The product is: [CH3:11][C:10]1[C:5]2[N:6]([C:2]([C:23]#[C:22][C:24]3[CH:25]=[CH:26][C:27]([NH2:30])=[N:28][CH:29]=3)=[CH:3][N:4]=2)[CH:7]=[C:8]([C:12]2[CH:17]=[CH:16][C:15]([C:18]([F:21])([F:20])[F:19])=[CH:14][CH:13]=2)[CH:9]=1. (2) Given the reactants [N:1]1[C:10]2[C:5](=[CH:6][CH:7]=[CH:8][CH:9]=2)[CH:4]=[CH:3][C:2]=1[NH:11][CH2:12][CH2:13][CH2:14][NH2:15].[C:16]1([CH2:22][CH:23]=O)[CH:21]=[CH:20][CH:19]=[CH:18][CH:17]=1, predict the reaction product. The product is: [C:16]1([CH2:22][CH2:23][NH:15][CH2:14][CH2:13][CH2:12][NH:11][C:2]2[CH:3]=[CH:4][C:5]3[C:10](=[CH:9][CH:8]=[CH:7][CH:6]=3)[N:1]=2)[CH:21]=[CH:20][CH:19]=[CH:18][CH:17]=1. (3) The product is: [CH3:15][C:14]1[CH:16]=[CH:17][C:11]([S:8]([O:7][CH2:1][CH2:2]/[CH:3]=[CH:4]\[CH2:5][CH3:6])(=[O:10])=[O:9])=[CH:12][CH:13]=1. Given the reactants [CH2:1]([OH:7])[CH2:2]/[CH:3]=[CH:4]/[CH2:5][CH3:6].[S:8](Cl)([C:11]1[CH:17]=[CH:16][C:14]([CH3:15])=[CH:13][CH:12]=1)(=[O:10])=[O:9].CCN(CC)CC, predict the reaction product. (4) The product is: [CH3:1][C:2]1([CH3:18])[O:6][CH:5]([CH2:7][C:8]2[CH:9]=[C:10]([CH:13]=[CH:14][C:15]=2[O:16][CH3:17])[CH2:11][N:22]2[CH2:23][CH2:24][NH:19][C:20](=[O:25])[CH2:21]2)[CH2:4][O:3]1. Given the reactants [CH3:1][C:2]1([CH3:18])[O:6][CH:5]([CH2:7][C:8]2[CH:9]=[C:10]([CH:13]=[CH:14][C:15]=2[O:16][CH3:17])[CH:11]=O)[CH2:4][O:3]1.[NH:19]1[CH2:24][CH2:23][NH:22][CH2:21][C:20]1=[O:25].C(O[BH-](OC(=O)C)OC(=O)C)(=O)C.[Na+].[OH-].[Na+], predict the reaction product. (5) Given the reactants [OH:1][C:2]1[CH:7]=[CH:6][C:5]([CH:8]=[CH:9][C:10]([CH:12]2[CH2:17][CH2:16][CH2:15][CH2:14][C:13]2=[O:18])=[O:11])=[CH:4][CH:3]=1.[CH3:19][N:20]([CH3:29])[C:21]1[CH:28]=[CH:27][C:24]([CH:25]=O)=[CH:23][CH:22]=1.N1CCOCC1.C(O)(=O)C, predict the reaction product. The product is: [CH3:19][N:20]([CH3:29])[C:21]1[CH:28]=[CH:27][C:24]([CH:25]=[C:14]2[CH2:15][CH2:16][CH2:17][CH:12]([C:10](=[O:11])[CH:9]=[CH:8][C:5]3[CH:4]=[CH:3][C:2]([OH:1])=[CH:7][CH:6]=3)[C:13]2=[O:18])=[CH:23][CH:22]=1. (6) The product is: [NH2:1][C:2]1[N:6]([C:7]2[C:8]([Cl:18])=[CH:9][C:10]([C:14]([F:15])([F:16])[F:17])=[CH:11][C:12]=2[Cl:13])[N:5]=[C:4]([C:19]#[N:20])[C:3]=1[S:21]([C:23]([F:25])([F:24])[F:26])(=[O:27])=[O:22]. Given the reactants [NH2:1][C:2]1[N:6]([C:7]2[C:12]([Cl:13])=[CH:11][C:10]([C:14]([F:17])([F:16])[F:15])=[CH:9][C:8]=2[Cl:18])[N:5]=[C:4]([C:19]#[N:20])[C:3]=1[S:21]([C:23]([F:26])([F:25])[F:24])=[O:22].[OH:27]O.O, predict the reaction product. (7) Given the reactants [CH3:1][CH:2]([NH2:14])[CH2:3][O:4][C:5]1[C:10]([Br:11])=[CH:9][C:8]([Br:12])=[CH:7][C:6]=1[Br:13].[F:15][CH:16]([F:26])[C:17]1[C:21]([C:22](O)=[O:23])=[CH:20][N:19]([CH3:25])[N:18]=1.P(Cl)(Cl)(Cl)=O, predict the reaction product. The product is: [CH3:1][CH:2]([NH:14][C:22]([C:21]1[C:17]([CH:16]([F:26])[F:15])=[N:18][N:19]([CH3:25])[CH:20]=1)=[O:23])[CH2:3][O:4][C:5]1[C:6]([Br:13])=[CH:7][C:8]([Br:12])=[CH:9][C:10]=1[Br:11].